This data is from Forward reaction prediction with 1.9M reactions from USPTO patents (1976-2016). The task is: Predict the product of the given reaction. (1) Given the reactants [N:1]1([C:8]2[CH:13]=[CH:12][C:11]([N:14]3[CH2:23][CH2:22][C:21]4[C:16](=[CH:17][CH:18]=[C:19]([OH:24])[CH:20]=4)[C:15]3=[O:25])=[CH:10][C:9]=2[O:26][CH3:27])[CH2:7][CH2:6][CH2:5][NH:4][CH2:3][CH2:2]1.[CH3:28][C:29]1([O:32][CH2:31]1)[CH3:30], predict the reaction product. The product is: [OH:24][C:19]1[CH:20]=[C:21]2[C:16](=[CH:17][CH:18]=1)[C:15](=[O:25])[N:14]([C:11]1[CH:12]=[CH:13][C:8]([N:1]3[CH2:7][CH2:6][CH2:5][N:4]([CH2:28][C:29]([OH:32])([CH3:31])[CH3:30])[CH2:3][CH2:2]3)=[C:9]([O:26][CH3:27])[CH:10]=1)[CH2:23][CH2:22]2. (2) Given the reactants [CH2:1]([O:3][C:4](=O)[C@H:5](OC1C=C(NS(C2N=CN(C)C=2)(=O)=O)N=C(S[CH2:25][C:26]2[CH:31]=C[CH:29]=[C:28](F)[C:27]=2F)N=1)C)[CH3:2].[BH4-].[Li+], predict the reaction product. The product is: [CH3:2][CH2:1][O:3][CH2:4][CH3:5].[CH3:29][CH2:28][CH2:27][CH:26]([CH3:31])[CH3:25]. (3) Given the reactants [C:1]([O:5][C:6]([N:8]1[CH2:11][C:10](=O)[CH2:9]1)=[O:7])([CH3:4])([CH3:3])[CH3:2].Cl.[F:14][C:15]1([F:21])[CH2:20][CH2:19][NH:18][CH2:17][CH2:16]1.C(O[BH-](OC(=O)C)OC(=O)C)(=O)C.[Na+], predict the reaction product. The product is: [C:1]([O:5][C:6]([N:8]1[CH2:11][CH:10]([N:18]2[CH2:19][CH2:20][C:15]([F:21])([F:14])[CH2:16][CH2:17]2)[CH2:9]1)=[O:7])([CH3:4])([CH3:3])[CH3:2]. (4) The product is: [N:20]([CH2:6][C@@H:7]1[CH2:12][CH2:11][C@H:10]([C:13]([O:15][CH2:16][CH2:17][CH2:18][CH3:19])=[O:14])[CH2:9][CH2:8]1)=[N+:21]=[N-:22]. Given the reactants CS(O[CH2:6][C@@H:7]1[CH2:12][CH2:11][C@H:10]([C:13]([O:15][CH2:16][CH2:17][CH2:18][CH3:19])=[O:14])[CH2:9][CH2:8]1)(=O)=O.[N-:20]=[N+:21]=[N-:22].[Na+], predict the reaction product.